Dataset: Forward reaction prediction with 1.9M reactions from USPTO patents (1976-2016). Task: Predict the product of the given reaction. Given the reactants [CH3:1][C:2]1[CH:6]=[CH:5][NH:4][N:3]=1.[N+:7]([O-])([O-:9])=[O:8].[K+].[OH-].[NH4+], predict the reaction product. The product is: [CH3:1][C:2]1[C:6]([N+:7]([O-:9])=[O:8])=[CH:5][NH:4][N:3]=1.